From a dataset of Forward reaction prediction with 1.9M reactions from USPTO patents (1976-2016). Predict the product of the given reaction. (1) Given the reactants [NH2:1][C@H:2]1[CH2:7][CH2:6][N:5]([C:8]2[CH:9]=[CH:10][C:11]([F:18])=[C:12]([CH:17]=2)[C:13]([O:15][CH3:16])=[O:14])[CH2:4][C@H:3]1[O:19][CH3:20].[Cl:21][C:22]1[N:23]=[C:24]([C:29](O)=[O:30])[NH:25][C:26]=1[CH2:27][CH3:28].CCN=C=NCCCN(C)C.Cl.C1C=CC2N(O)N=NC=2C=1, predict the reaction product. The product is: [Cl:21][C:22]1[N:23]=[C:24]([C:29]([NH:1][C@H:2]2[CH2:7][CH2:6][N:5]([C:8]3[CH:9]=[CH:10][C:11]([F:18])=[C:12]([CH:17]=3)[C:13]([O:15][CH3:16])=[O:14])[CH2:4][C@H:3]2[O:19][CH3:20])=[O:30])[NH:25][C:26]=1[CH2:27][CH3:28]. (2) Given the reactants [NH:1]1[C:7](=O)[CH2:6][CH2:5][CH2:4][C:3]2[CH:9]=[CH:10][CH:11]=[CH:12][C:2]1=2.[H-].[Al+3].[Li+].[H-].[H-].[H-], predict the reaction product. The product is: [NH:1]1[CH2:7][CH2:6][CH2:5][CH2:4][C:3]2[CH:9]=[CH:10][CH:11]=[CH:12][C:2]1=2. (3) Given the reactants [Cl:1][C:2]1[CH:7]=[CH:6][C:5]([O:8][C:9]2[CH:14]=[CH:13][C:12](I)=[CH:11][C:10]=2[O:16][CH3:17])=[CH:4][C:3]=1[Cl:18].C([O-])(=O)C.[K+].[CH3:24][C:25]1([CH3:41])[C:29]([CH3:31])([CH3:30])[O:28][B:27]([B:27]2[O:28][C:29]([CH3:31])([CH3:30])[C:25]([CH3:41])([CH3:24])[O:26]2)[O:26]1, predict the reaction product. The product is: [Cl:18][C:3]1[CH:4]=[C:5]([CH:6]=[CH:7][C:2]=1[Cl:1])[O:8][C:9]1[CH:14]=[CH:13][C:12]([B:27]2[O:28][C:29]([CH3:31])([CH3:30])[C:25]([CH3:41])([CH3:24])[O:26]2)=[CH:11][C:10]=1[O:16][CH3:17]. (4) Given the reactants [CH3:1][O:2][CH2:3][CH2:4][CH2:5][N:6]1[CH2:11][CH2:10][N:9]2[N:12]=[C:13]([N+:15]([O-])=O)[CH:14]=[C:8]2[CH2:7]1.[H][H], predict the reaction product. The product is: [CH3:1][O:2][CH2:3][CH2:4][CH2:5][N:6]1[CH2:11][CH2:10][N:9]2[N:12]=[C:13]([NH2:15])[CH:14]=[C:8]2[CH2:7]1.